From a dataset of NCI-60 drug combinations with 297,098 pairs across 59 cell lines. Regression. Given two drug SMILES strings and cell line genomic features, predict the synergy score measuring deviation from expected non-interaction effect. (1) Drug 1: CCC1=CC2CC(C3=C(CN(C2)C1)C4=CC=CC=C4N3)(C5=C(C=C6C(=C5)C78CCN9C7C(C=CC9)(C(C(C8N6C)(C(=O)OC)O)OC(=O)C)CC)OC)C(=O)OC.C(C(C(=O)O)O)(C(=O)O)O. Drug 2: CC1C(C(CC(O1)OC2CC(CC3=C2C(=C4C(=C3O)C(=O)C5=CC=CC=C5C4=O)O)(C(=O)C)O)N)O. Cell line: SF-539. Synergy scores: CSS=49.1, Synergy_ZIP=1.01, Synergy_Bliss=3.69, Synergy_Loewe=4.19, Synergy_HSA=5.62. (2) Drug 1: C1CN1P(=S)(N2CC2)N3CC3. Drug 2: C#CCC(CC1=CN=C2C(=N1)C(=NC(=N2)N)N)C3=CC=C(C=C3)C(=O)NC(CCC(=O)O)C(=O)O. Cell line: ACHN. Synergy scores: CSS=63.2, Synergy_ZIP=-2.50, Synergy_Bliss=-6.03, Synergy_Loewe=-10.6, Synergy_HSA=-3.33. (3) Drug 1: CN1CCC(CC1)COC2=C(C=C3C(=C2)N=CN=C3NC4=C(C=C(C=C4)Br)F)OC. Drug 2: C1=CC=C(C=C1)NC(=O)CCCCCCC(=O)NO. Cell line: OVCAR3. Synergy scores: CSS=9.60, Synergy_ZIP=-8.22, Synergy_Bliss=-6.08, Synergy_Loewe=-7.64, Synergy_HSA=-4.54. (4) Drug 1: C1CN1C2=NC(=NC(=N2)N3CC3)N4CC4. Drug 2: C1=CC=C(C(=C1)C(C2=CC=C(C=C2)Cl)C(Cl)Cl)Cl. Cell line: CAKI-1. Synergy scores: CSS=37.4, Synergy_ZIP=-2.92, Synergy_Bliss=0.198, Synergy_Loewe=-26.0, Synergy_HSA=-2.59. (5) Drug 1: C1C(C(OC1N2C=C(C(=O)NC2=O)F)CO)O. Drug 2: C1C(C(OC1N2C=NC(=NC2=O)N)CO)O. Cell line: NCIH23. Synergy scores: CSS=9.93, Synergy_ZIP=-3.99, Synergy_Bliss=-1.56, Synergy_Loewe=-1.93, Synergy_HSA=-1.33. (6) Drug 1: C1=NC(=NC(=O)N1C2C(C(C(O2)CO)O)O)N. Drug 2: CC1C(C(CC(O1)OC2CC(CC3=C2C(=C4C(=C3O)C(=O)C5=C(C4=O)C(=CC=C5)OC)O)(C(=O)CO)O)N)O.Cl. Cell line: OVCAR3. Synergy scores: CSS=18.6, Synergy_ZIP=-8.48, Synergy_Bliss=-5.18, Synergy_Loewe=-14.8, Synergy_HSA=-2.71. (7) Drug 1: CN(CC1=CN=C2C(=N1)C(=NC(=N2)N)N)C3=CC=C(C=C3)C(=O)NC(CCC(=O)O)C(=O)O. Drug 2: C1CC(=O)NC(=O)C1N2C(=O)C3=CC=CC=C3C2=O. Cell line: TK-10. Synergy scores: CSS=32.5, Synergy_ZIP=-1.91, Synergy_Bliss=-4.44, Synergy_Loewe=-28.5, Synergy_HSA=-5.16.